Dataset: Catalyst prediction with 721,799 reactions and 888 catalyst types from USPTO. Task: Predict which catalyst facilitates the given reaction. (1) Reactant: [N:1]1([C:7]([O:9]C(C)(C)C)=O)[CH2:6][CH2:5][NH:4][CH2:3][CH2:2]1.[Cl:14][C:15]1[CH:16]=[C:17]2[C:22](=[CH:23][CH:24]=1)[CH:21]=[C:20]([S:25]([CH2:28][CH2:29]C(O)=O)(=[O:27])=[O:26])[CH:19]=[CH:18]2.C1C=CC2N(O)N=NC=2C=1.CCN=C=NCCCN(C)C.C(=O)([O-])[O-].[K+].[K+]. Product: [Cl:14][C:15]1[CH:16]=[C:17]2[C:22](=[CH:23][CH:24]=1)[CH:21]=[C:20]([S:25]([CH2:28][CH2:29][C:7]([N:1]1[CH2:2][CH2:3][NH:4][CH2:5][CH2:6]1)=[O:9])(=[O:27])=[O:26])[CH:19]=[CH:18]2. The catalyst class is: 236. (2) Reactant: [NH:1]1[CH2:7][C:5](=[O:6])[NH:4][C:2]1=[O:3].C(=O)([O-])[O-].[K+].[K+].Br[CH2:15][C:16]([O:18][CH2:19][C:20]1[CH:25]=[CH:24][CH:23]=[CH:22][CH:21]=1)=[O:17].O. Product: [O:3]=[C:2]1[NH:1][CH2:7][C:5](=[O:6])[N:4]1[CH2:15][C:16]([O:18][CH2:19][C:20]1[CH:25]=[CH:24][CH:23]=[CH:22][CH:21]=1)=[O:17]. The catalyst class is: 3. (3) Reactant: [NH2:1][C:2]1[S:6][C:5]2[CH2:7][CH2:8][CH2:9][CH2:10][C:4]=2[C:3]=1[C:11]([C:13]1[CH:18]=[CH:17][C:16]([Cl:19])=[C:15]([Cl:20])[CH:14]=1)=O.[C:21]([O:28][CH3:29])(=[O:27])[CH2:22][CH2:23][C:24]([CH3:26])=O.Cl[Si](C)(C)C. Product: [CH3:26][C:24]1[N:1]=[C:2]2[S:6][C:5]3[CH2:7][CH2:8][CH2:9][CH2:10][C:4]=3[C:3]2=[C:11]([C:13]2[CH:18]=[CH:17][C:16]([Cl:19])=[C:15]([Cl:20])[CH:14]=2)[C:23]=1[CH2:22][C:21]([O:28][CH3:29])=[O:27]. The catalyst class is: 3.